From a dataset of Tyrosyl-DNA phosphodiesterase HTS with 341,365 compounds. Binary Classification. Given a drug SMILES string, predict its activity (active/inactive) in a high-throughput screening assay against a specified biological target. (1) The drug is S(=O)(=O)(Nc1c(cccc1)C(O)=O)c1c2ncccc2ccc1. The result is 0 (inactive). (2) The compound is S(=O)(=O)(N1CCOCC1)c1cc(C(=O)N2CCN(CC2)CCC)ccc1F. The result is 0 (inactive). (3) The molecule is Brc1c(c2oc(nn2)Cn2nnc3c(c2=O)cccc3)cccc1. The result is 0 (inactive). (4) The molecule is s1c(cc2c(N(C)C)ncnc12)c1ccccc1. The result is 0 (inactive). (5) The molecule is S1c2c(C(=Nc3c1ccc(C(=O)NCC(c1ccccc1)C)c3)CC)cc(cc2)C. The result is 0 (inactive). (6) The drug is s1c(NC(=O)c2c(onc2C)C)nc(c2cc(c(cc2)C)C)c1. The result is 0 (inactive). (7) The drug is O=C1N(c2c(C(=NC1)c1ccccc1)cccc2)CC(=O)NCCOC. The result is 0 (inactive). (8) The molecule is S1CCN(c2c1ccc(c2)C(=O)NCc1occc1)Cc1ccccc1. The result is 0 (inactive).